From a dataset of Reaction yield outcomes from USPTO patents with 853,638 reactions. Predict the reaction yield, written as a fraction of the theoretical maximum amount of product (1.0 means a 100% yield; for example, 0.34 means a 34% yield). (1) The reactants are [CH:1]([C:3]1[N:4]=[CH:5][NH:6][C:7]=1[C:8]([O:10][CH3:11])=[O:9])=O.[O-]S([O-])(=O)=O.[Na+].[Na+].[CH2:19]([NH:26][CH2:27][CH2:28][OH:29])[C:20]1[CH:25]=[CH:24][CH:23]=[CH:22][CH:21]=1.C(O[BH-](OC(=O)C)OC(=O)C)(=O)C.[Na+]. The catalyst is C1COCC1. The product is [CH2:19]([N:26]([CH2:1][C:3]1[N:4]=[CH:5][NH:6][C:7]=1[C:8]([O:10][CH3:11])=[O:9])[CH2:27][CH2:28][OH:29])[C:20]1[CH:25]=[CH:24][CH:23]=[CH:22][CH:21]=1. The yield is 0.980. (2) The reactants are [Cl:1][C:2]1[N:7]=[CH:6][N:5]=[C:4]([NH:8][C@H:9]2[CH2:25][C@@H:12]3[O:13]C(C4C=CC(OC)=CC=4)[O:15][CH2:16][C@@H:11]3[CH2:10]2)[CH:3]=1.N[C@@H]1C2C(=CC=CC=2)CC1. The product is [Cl:1][C:2]1[N:7]=[CH:6][N:5]=[C:4]([NH:8][C@H:9]2[CH2:25][C@H:12]([OH:13])[C@H:11]([CH2:16][OH:15])[CH2:10]2)[CH:3]=1. No catalyst specified. The yield is 0.410. (3) The reactants are [CH:1]([O:4][C:5]1[CH:14]=[C:13]([C:15]([F:18])([F:17])[F:16])[C:12]2[C:7](=[CH:8][CH:9]=[C:10]3[NH:22][C@H:21]([CH:23]([CH3:25])[CH3:24])[CH2:20][O:19][C:11]3=2)[N:6]=1)([CH3:3])[CH3:2].[BH4-].[Na+]. The catalyst is C(O)(C(F)(F)F)=O. The product is [CH:1]([O:4][C:5]1[CH:14]=[C:13]([C:15]([F:18])([F:17])[F:16])[C:12]2[C:7](=[CH:8][CH:9]=[C:10]3[N:22]([CH2:13][C:15]([F:18])([F:17])[F:16])[C@H:21]([CH:23]([CH3:25])[CH3:24])[CH2:20][O:19][C:11]3=2)[N:6]=1)([CH3:3])[CH3:2]. The yield is 1.00.